Dataset: Forward reaction prediction with 1.9M reactions from USPTO patents (1976-2016). Task: Predict the product of the given reaction. (1) Given the reactants Cl[C:2]1[C:11]2[C:6](=[CH:7][C:8]([F:13])=[CH:9][C:10]=2[F:12])[N:5]=[C:4]([N:14]2[CH2:19][CH2:18][CH2:17][CH2:16][C:15]2=[O:20])[C:3]=1[CH2:21][CH3:22].[O:23]1[CH2:28][CH2:27][N:26]([C:29]2[C:34]([NH2:35])=[CH:33][C:32]([N:36]3[CH2:41][CH2:40][O:39][CH2:38][CH2:37]3)=[CH:31][N:30]=2)[CH2:25][CH2:24]1, predict the reaction product. The product is: [N:26]1([C:29]2[C:34]([NH:35][C:2]3[C:11]4[C:6](=[CH:7][C:8]([F:13])=[CH:9][C:10]=4[F:12])[N:5]=[C:4]([N:14]4[CH2:19][CH2:18][CH2:17][CH2:16][C:15]4=[O:20])[C:3]=3[CH2:21][CH3:22])=[CH:33][C:32]([N:36]3[CH2:37][CH2:38][O:39][CH2:40][CH2:41]3)=[CH:31][N:30]=2)[CH2:25][CH2:24][O:23][CH2:28][CH2:27]1. (2) Given the reactants [Cl:1][C:2]1[CH:3]=[CH:4][C:5]([CH3:35])=[C:6]([C@H:8]([O:20][CH2:21][CH2:22][N:23](C(OC(C)(C)C)=O)[C:24]([O:26][CH3:27])=[O:25])[C:9]2[CH:10]=[C:11]([CH:17]=[CH:18][CH:19]=2)[C:12]([O:14][CH2:15][CH3:16])=[O:13])[CH:7]=1.Cl, predict the reaction product. The product is: [Cl:1][C:2]1[CH:3]=[CH:4][C:5]([CH3:35])=[C:6]([C@H:8]([O:20][CH2:21][CH2:22][NH:23][C:24]([O:26][CH3:27])=[O:25])[C:9]2[CH:10]=[C:11]([CH:17]=[CH:18][CH:19]=2)[C:12]([O:14][CH2:15][CH3:16])=[O:13])[CH:7]=1. (3) The product is: [C:1]([O:5][C:6]([N:8]1[CH2:13][C@H:12]([CH2:14][N:15]2[CH2:19][CH:18]([CH3:20])[CH2:17][C:16]2=[O:21])[NH:11][CH2:10][C@H:9]1[CH3:29])=[O:7])([CH3:4])([CH3:2])[CH3:3]. Given the reactants [C:1]([O:5][C:6]([N:8]1[CH2:13][C@H:12]([CH2:14][N:15]2[CH2:19][CH:18]([CH3:20])[CH2:17][C:16]2=[O:21])[N:11](CC2C=CC=CC=2)[CH2:10][C@H:9]1[CH3:29])=[O:7])([CH3:4])([CH3:3])[CH3:2].C(O)(=O)C, predict the reaction product. (4) Given the reactants Br[C:2]1[CH:3]=[CH:4][C:5]2[O:22][C:9]3[CH2:10][N:11]([C:15]([O:17][C:18]([CH3:21])([CH3:20])[CH3:19])=[O:16])[CH2:12][CH2:13][CH2:14][C:8]=3[C:6]=2[CH:7]=1.[F:23][C:24]1[CH:25]=[CH:26][C:27]([CH2:30][O:31][C:32]2[CH:37]=[CH:36][NH:35][C:34](=[O:38])[CH:33]=2)=[N:28][CH:29]=1, predict the reaction product. The product is: [F:23][C:24]1[CH:25]=[CH:26][C:27]([CH2:30][O:31][C:32]2[CH:37]=[CH:36][N:35]([C:2]3[CH:3]=[CH:4][C:5]4[O:22][C:9]5[CH2:10][N:11]([C:15]([O:17][C:18]([CH3:21])([CH3:20])[CH3:19])=[O:16])[CH2:12][CH2:13][CH2:14][C:8]=5[C:6]=4[CH:7]=3)[C:34](=[O:38])[CH:33]=2)=[N:28][CH:29]=1.